This data is from Reaction yield outcomes from USPTO patents with 853,638 reactions. The task is: Predict the reaction yield, written as a fraction of the theoretical maximum amount of product (1.0 means a 100% yield; for example, 0.34 means a 34% yield). (1) The reactants are [Cl:1][C:2]1[CH:7]=[CH:6][C:5]([CH2:8][C:9]([O:11][CH3:12])=[O:10])=[CH:4][CH:3]=1.[CH2:13]=[O:14].Cl. The catalyst is CS(C)=O.C[O-].[Na+]. The product is [Cl:1][C:2]1[CH:3]=[CH:4][C:5]([CH:8]([CH2:13][OH:14])[C:9]([O:11][CH3:12])=[O:10])=[CH:6][CH:7]=1. The yield is 0.920. (2) The reactants are [OH:1][C:2]1[CH:7]=[CH:6][C:5]([SH:8])=[CH:4][CH:3]=1.Br[CH2:10][CH2:11][OH:12].C([O-])([O-])=O.[K+].[K+]. The catalyst is CN(C)C=O. The product is [OH:12][CH2:11][CH2:10][S:8][C:5]1[CH:6]=[CH:7][C:2]([OH:1])=[CH:3][CH:4]=1. The yield is 0.720. (3) The reactants are CO.[CH3:3][O:4][C:5](=[O:14])[CH2:6][CH:7]1[CH2:12][CH2:11][C:10](=[O:13])[CH2:9][CH2:8]1.[BH4-].[Na+]. The catalyst is [Cl-].[NH4+]. The product is [CH3:3][O:4][C:5](=[O:14])[CH2:6][C@H:7]1[CH2:12][CH2:11][C@H:10]([OH:13])[CH2:9][CH2:8]1. The yield is 0.600. (4) The reactants are [OH:1][CH2:2][C:3]([CH3:9])([CH3:8])[C:4]([O:6][CH3:7])=[O:5].[H-].[Na+].[CH3:12][O:13][CH2:14][CH2:15]Br. The catalyst is CN(C=O)C. The product is [CH3:7][O:6][C:4](=[O:5])[C:3]([CH3:9])([CH3:8])[CH2:2][O:1][CH2:15][CH2:14][O:13][CH3:12]. The yield is 0.760. (5) The reactants are [CH2:1]([OH:10])[CH2:2][CH2:3][CH2:4][CH2:5][CH2:6][CH2:7][CH2:8][OH:9].[N+:11]([C:14]1[CH:21]=[CH:20][CH:19]=[C:18]([N+]([O-])=O)[C:15]=1[C:16]#[N:17])([O-:13])=[O:12].C1CCN2C(=NCCC2)CC1. The catalyst is C1COCC1. The product is [OH:9][CH2:8][CH2:7][CH2:6][CH2:5][CH2:4][CH2:3][CH2:2][CH2:1][O:10][C:18]1[CH:19]=[CH:20][CH:21]=[C:14]([N+:11]([O-:13])=[O:12])[C:15]=1[C:16]#[N:17]. The yield is 0.623. (6) The yield is 0.190. The reactants are [CH3:1][C:2]1([CH3:11])[C:6]([CH3:7])=[CH:5][CH2:4][CH:3]1[CH:8]([OH:10])[CH3:9].[CH3:12][C@@H:13]1[O:15][C@H:14]1[CH3:16]. No catalyst specified. The product is [CH3:11][C:2]1([CH3:1])[C:6]([CH3:7])=[CH:5][CH2:4][CH:3]1[CH:8]([O:10][CH:13]([CH3:12])[CH:14]([OH:15])[CH3:16])[CH3:9].